This data is from Reaction yield outcomes from USPTO patents with 853,638 reactions. The task is: Predict the reaction yield, written as a fraction of the theoretical maximum amount of product (1.0 means a 100% yield; for example, 0.34 means a 34% yield). (1) The reactants are FC1C=CC(C[O:7][C:8](=[O:35])[C:9]2[C:10](=[CH:22][C:23]([O:26][CH2:27][C:28]3[CH:33]=[CH:32][C:31]([F:34])=[CH:30][CH:29]=3)=[CH:24][CH:25]=2)[C:11]([O:13]CC2C=CC(F)=CC=2)=[O:12])=CC=1. The catalyst is O1CCCC1.O. The product is [F:34][C:31]1[CH:30]=[CH:29][C:28]([CH2:27][O:26][C:23]2[CH:22]=[C:10]([C:11]([OH:13])=[O:12])[C:9](=[CH:25][CH:24]=2)[C:8]([OH:35])=[O:7])=[CH:33][CH:32]=1. The yield is 0.560. (2) The reactants are Br[CH:2]1[CH2:14][CH2:13][C:12]2[C:11]3[C:6](=[CH:7][CH:8]=[C:9]([Br:15])[CH:10]=3)[NH:5][C:4]=2[C:3]1=[O:16].[Li+].[Br-]. The catalyst is CN(C=O)C. The product is [Br:15][C:9]1[CH:10]=[C:11]2[C:6](=[CH:7][CH:8]=1)[NH:5][C:4]1[C:3]([OH:16])=[CH:2][CH:14]=[CH:13][C:12]2=1. The yield is 0.690. (3) The reactants are [Cl:1][C:2]1[CH:3]=[C:4]2[C:9](=[CH:10][C:11]=1F)[O:8][CH:7]([C:13]([F:16])([F:15])[F:14])[C:6]([C:17]([O:19][CH2:20][CH3:21])=[O:18])=[CH:5]2.[Cl:22][C:23]1[CH:28]=[C:27]([Br:29])[CH:26]=[CH:25][C:24]=1[OH:30].C(=O)([O-])[O-].[K+].[K+].CN(C=O)C. The catalyst is C(OCC)(=O)C. The product is [Cl:1][C:2]1[CH:3]=[C:4]2[C:9](=[CH:10][C:11]=1[O:30][C:24]1[CH:25]=[CH:26][C:27]([Br:29])=[CH:28][C:23]=1[Cl:22])[O:8][CH:7]([C:13]([F:16])([F:15])[F:14])[C:6]([C:17]([O:19][CH2:20][CH3:21])=[O:18])=[CH:5]2. The yield is 0.763.